This data is from Full USPTO retrosynthesis dataset with 1.9M reactions from patents (1976-2016). The task is: Predict the reactants needed to synthesize the given product. (1) The reactants are: [O:1]([CH2:8][CH2:9][C:10]([OH:12])=[O:11])[C:2]1[CH:7]=[CH:6][CH:5]=[CH:4][CH:3]=1.O=S(Cl)Cl.[CH3:17]O. Given the product [O:1]([CH2:8][CH2:9][C:10]([O:12][CH3:17])=[O:11])[C:2]1[CH:7]=[CH:6][CH:5]=[CH:4][CH:3]=1, predict the reactants needed to synthesize it. (2) Given the product [NH2:11][CH2:12][CH2:13][C:14]1[CH:19]=[CH:18][CH:17]=[CH:16][C:15]=1[C:20]1[CH:25]=[CH:24][C:23]([C@@H:26]2[C@@:31]([OH:46])([C:32]3[CH:33]=[CH:34][C:35]([CH2:38][O:39][CH2:40][C@@H:41]([CH3:45])[CH2:42][O:43][CH3:44])=[CH:36][CH:37]=3)[CH2:30][CH2:29][N:28]([C:47]([O:49][C:50]([CH3:53])([CH3:52])[CH3:51])=[O:48])[CH2:27]2)=[C:22]([CH3:54])[CH:21]=1, predict the reactants needed to synthesize it. The reactants are: C(OC([NH:11][CH2:12][CH2:13][C:14]1[CH:19]=[CH:18][CH:17]=[CH:16][C:15]=1[C:20]1[CH:25]=[CH:24][C:23]([C@@H:26]2[C@@:31]([OH:46])([C:32]3[CH:37]=[CH:36][C:35]([CH2:38][O:39][CH2:40][C@@H:41]([CH3:45])[CH2:42][O:43][CH3:44])=[CH:34][CH:33]=3)[CH2:30][CH2:29][N:28]([C:47]([O:49][C:50]([CH3:53])([CH3:52])[CH3:51])=[O:48])[CH2:27]2)=[C:22]([CH3:54])[CH:21]=1)=O)C1C=CC=CC=1. (3) Given the product [F:13][C:14]1[CH:25]=[C:24]2[C:17](=[CH:16][CH:15]=1)[NH:18][CH:19]=[C:20]2[CH2:21][CH2:22][NH:23][CH2:8][C:7]1[CH:10]=[CH:11][CH:12]=[C:5]([O:4][CH2:1][CH2:2][CH3:3])[CH:6]=1, predict the reactants needed to synthesize it. The reactants are: [CH2:1]([O:4][C:5]1[CH:6]=[C:7]([CH:10]=[CH:11][CH:12]=1)[CH:8]=O)[CH2:2][CH3:3].[F:13][C:14]1[CH:25]=[C:24]2[C:17]([NH:18][CH:19]=[C:20]2[CH2:21][CH2:22][NH2:23])=[CH:16][CH:15]=1.[BH4-].[Na+]. (4) Given the product [CH2:19]([N:18]([CH2:26][C:27]1[CH:32]=[CH:31][CH:30]=[CH:29][CH:28]=1)[C:14]1([CH2:13][NH:12][C:10]2[C:9]3[C:4](=[CH:5][CH:6]=[C:7]([CH3:33])[CH:8]=3)[N:3]=[C:2]([N:38]3[CH2:37][CH2:36][C:35]([F:34])([F:46])[C:41]4[CH:42]=[CH:43][CH:44]=[CH:45][C:40]=4[CH2:39]3)[N:11]=2)[CH2:17][O:16][CH2:15]1)[C:20]1[CH:25]=[CH:24][CH:23]=[CH:22][CH:21]=1, predict the reactants needed to synthesize it. The reactants are: Cl[C:2]1[N:11]=[C:10]([NH:12][CH2:13][C:14]2([N:18]([CH2:26][C:27]3[CH:32]=[CH:31][CH:30]=[CH:29][CH:28]=3)[CH2:19][C:20]3[CH:25]=[CH:24][CH:23]=[CH:22][CH:21]=3)[CH2:17][O:16][CH2:15]2)[C:9]2[C:4](=[CH:5][CH:6]=[C:7]([CH3:33])[CH:8]=2)[N:3]=1.[F:34][C:35]1([F:46])[C:41]2[CH:42]=[CH:43][CH:44]=[CH:45][C:40]=2[CH2:39][NH:38][CH2:37][CH2:36]1.C(N(CC)CC)C.O.